From a dataset of Retrosynthesis with 50K atom-mapped reactions and 10 reaction types from USPTO. Predict the reactants needed to synthesize the given product. (1) Given the product CS(=O)(=O)Nc1cc([N+](=O)[O-])ccc1OC1CCCCC1, predict the reactants needed to synthesize it. The reactants are: CS(=O)(=O)Nc1cc([N+](=O)[O-])ccc1F.OC1CCCCC1. (2) Given the product CC(C)(C)C#Cc1ccc(-c2cc(Cn3cc4nc(-c5cccc(F)c5F)nc-4cn3)on2)cc1, predict the reactants needed to synthesize it. The reactants are: C#CC(C)(C)C.Fc1cccc(-c2nc3cnn(Cc4cc(-c5ccc(I)cc5)no4)cc-3n2)c1F. (3) The reactants are: CCI.COC(=O)Cc1cc(O)cc(O)c1. Given the product CCOc1cc(O)cc(CC(=O)OC)c1, predict the reactants needed to synthesize it. (4) Given the product O=C1c2ccc(Cl)cc2CCN1CC1CCN(Cc2cc(-c3ccccc3)no2)CC1, predict the reactants needed to synthesize it. The reactants are: O=C1c2ccc(Cl)cc2CCN1CC1CCNCC1.O=Cc1cc(-c2ccccc2)no1.